Dataset: Plasma protein binding rate (PPBR) regression data from AstraZeneca. Task: Regression/Classification. Given a drug SMILES string, predict its absorption, distribution, metabolism, or excretion properties. Task type varies by dataset: regression for continuous measurements (e.g., permeability, clearance, half-life) or binary classification for categorical outcomes (e.g., BBB penetration, CYP inhibition). For this dataset (ppbr_az), we predict Y. (1) The molecule is COc1cccc2c1c(NS(=O)(=O)c1ccc(Cl)s1)nn2Cc1cccc(CNC(=O)[C@H]2COCCN2)c1. The Y is 98.4 %. (2) The molecule is Cc1ccc(-c2ncc(C(F)(F)F)[nH]2)cc1NC(=O)c1ccc(OCc2ccccn2)cc1. The Y is 98.8 %.